From a dataset of Catalyst prediction with 721,799 reactions and 888 catalyst types from USPTO. Predict which catalyst facilitates the given reaction. (1) Reactant: O.O1CCCC1.Br.[Br:8][CH2:9][CH2:10][CH2:11][NH2:12].C(=O)([O-])[O-].[Na+].[Na+].[C:19](O[C:19]([O:21][C:22]([CH3:25])([CH3:24])[CH3:23])=[O:20])([O:21][C:22]([CH3:25])([CH3:24])[CH3:23])=[O:20]. Product: [C:22]([O:21][C:19](=[O:20])[NH:12][CH2:11][CH2:10][CH2:9][Br:8])([CH3:25])([CH3:24])[CH3:23]. The catalyst class is: 7. (2) Reactant: C(OC(=O)[NH:7][CH2:8][C:9](=[O:35])[NH:10][C:11]1[CH:16]=[CH:15][CH:14]=[C:13]([NH:17][C:18](=[O:34])[C:19]([N:21]2[CH2:26][CH2:25][CH:24]([CH2:27][C:28]3[CH:33]=[CH:32][CH:31]=[CH:30][CH:29]=3)[CH2:23][CH2:22]2)=[O:20])[CH:12]=1)(C)(C)C.[ClH:37]. Product: [ClH:37].[NH2:7][CH2:8][C:9]([NH:10][C:11]1[CH:12]=[C:13]([NH:17][C:18](=[O:34])[C:19]([N:21]2[CH2:22][CH2:23][CH:24]([CH2:27][C:28]3[CH:33]=[CH:32][CH:31]=[CH:30][CH:29]=3)[CH2:25][CH2:26]2)=[O:20])[CH:14]=[CH:15][CH:16]=1)=[O:35]. The catalyst class is: 13. (3) Reactant: [S:1]1[C:5]2[CH:6]=[C:7]([N:10]3[CH2:14][CH2:13][NH:12][C:11]3=[O:15])[CH:8]=[CH:9][C:4]=2[N:3]=[CH:2]1.Br[C:17]1[CH:18]=[N:19][CH:20]=[C:21]([C:24]([F:27])([F:26])[F:25])[C:22]=1[CH3:23].N[C@@H]1CCCC[C@H]1N.P([O-])([O-])([O-])=[O:37].[K+].[K+].[K+]. Product: [F:25][C:24]([F:27])([F:26])[C:11]([OH:15])=[O:37].[S:1]1[C:5]2[CH:6]=[C:7]([N:10]3[CH2:14][CH2:13][N:12]([C:17]4[CH:18]=[N:19][CH:20]=[C:21]([C:24]([F:26])([F:27])[F:25])[C:22]=4[CH3:23])[C:11]3=[O:15])[CH:8]=[CH:9][C:4]=2[N:3]=[CH:2]1. The catalyst class is: 246. (4) Reactant: Br[C:2]1[CH:3]=[C:4]([C:9]([NH:12][C:13](=[O:23])[O:14][CH:15]2[CH:20]3[CH2:21][CH2:22][N:17]([CH2:18][CH2:19]3)[CH2:16]2)([CH3:11])[CH3:10])[CH:5]=[CH:6][C:7]=1[F:8]. Product: [F:8][C:7]1[CH:6]=[CH:5][C:4]([C:2]2[C:7]([F:8])=[CH:6][CH:5]=[C:4]([C:9]([NH:12][C:13](=[O:23])[O:14][CH:15]3[CH:20]4[CH2:21][CH2:22][N:17]([CH2:18][CH2:19]4)[CH2:16]3)([CH3:11])[CH3:10])[CH:3]=2)=[CH:3][CH:2]=1. The catalyst class is: 167.